Dataset: Full USPTO retrosynthesis dataset with 1.9M reactions from patents (1976-2016). Task: Predict the reactants needed to synthesize the given product. Given the product [NH2:23][C:22]1[C:3]([O:2][CH3:1])=[CH:4][C:5]2[C:11]([CH3:13])([CH3:12])[N:10]([C:14](=[O:19])[C:15]([F:18])([F:16])[F:17])[CH2:9][C:8](=[O:20])[NH:7][C:6]=2[CH:21]=1, predict the reactants needed to synthesize it. The reactants are: [CH3:1][O:2][C:3]1[C:22]([N+:23]([O-])=O)=[CH:21][C:6]2[NH:7][C:8](=[O:20])[CH2:9][N:10]([C:14](=[O:19])[C:15]([F:18])([F:17])[F:16])[C:11]([CH3:13])([CH3:12])[C:5]=2[CH:4]=1.